Dataset: Forward reaction prediction with 1.9M reactions from USPTO patents (1976-2016). Task: Predict the product of the given reaction. (1) Given the reactants FC(F)(F)S(O[C:7]1[C@:8]2([CH2:24][CH2:23][C@H:22]3[C@@H:13]([CH2:14][CH2:15][C:16]4[CH:17]=[C:18]([O:25][CH2:26][C:27]([O:29]CC5C=CC=CC=5)=[O:28])[CH:19]=[CH:20][C:21]=43)[C@@H:10]2[CH2:11][CH:12]=1)[CH3:9])(=O)=O.[CH3:39][C:40]1[N:41]=[N:42][CH:43]=[C:44](B2OC(C)(C)C(C)(C)O2)[CH:45]=1, predict the reaction product. The product is: [CH3:39][C:40]1[N:41]=[N:42][CH:43]=[C:44]([C:7]2[C@:8]3([CH2:24][CH2:23][C@H:22]4[C@@H:13]([CH2:14][CH2:15][C:16]5[CH:17]=[C:18]([O:25][CH2:26][C:27]([OH:29])=[O:28])[CH:19]=[CH:20][C:21]=54)[C@@H:10]3[CH2:11][CH:12]=2)[CH3:9])[CH:45]=1. (2) The product is: [Br:14][C:15]1[CH:24]=[C:19]([C:20]2[O:21][C:3]([C:2]([F:13])([F:12])[F:1])=[N:23][N:22]=2)[CH:18]=[N:17][CH:16]=1. Given the reactants [F:1][C:2]([F:13])([F:12])[C:3](O[C:3](=O)[C:2]([F:13])([F:12])[F:1])=O.[Br:14][C:15]1[CH:16]=[N:17][CH:18]=[C:19]([CH:24]=1)[C:20]([NH:22][NH2:23])=[O:21], predict the reaction product. (3) Given the reactants [CH:1]1([N:5]2[CH2:11][CH2:10][C:9]3[S:12][C:13]([CH:15]4[CH2:19][CH2:18][NH:17][CH2:16]4)=[N:14][C:8]=3[CH2:7][CH2:6]2)[CH2:4][CH2:3][CH2:2]1.Br[C:21]1[CH:22]=[CH:23][C:24]([CH3:27])=[N:25][CH:26]=1.CC(C)([O-])C.[Na+].C1(C2C3C(=CC=CC=3)C=CC=2P(C2C=CC=CC=2)C2C=CC=CC=2)C2C(=CC=CC=2)C=CC=1P(C1C=CC=CC=1)C1C=CC=CC=1, predict the reaction product. The product is: [CH:1]1([N:5]2[CH2:11][CH2:10][C:9]3[S:12][C:13]([CH:15]4[CH2:19][CH2:18][N:17]([C:21]5[CH:26]=[N:25][C:24]([CH3:27])=[CH:23][CH:22]=5)[CH2:16]4)=[N:14][C:8]=3[CH2:7][CH2:6]2)[CH2:2][CH2:3][CH2:4]1. (4) The product is: [CH3:1][C:2]([CH3:10])([CH3:9])/[CH:3]=[CH:4]/[N+:5]([O-:7])=[O:6]. Given the reactants [CH3:1][C:2]([CH3:10])([CH3:9])[CH:3](O)[CH2:4][N+:5]([O-:7])=[O:6].FC(F)(F)C(OC(=O)C(F)(F)F)=O.C(N(CC)CC)C, predict the reaction product. (5) Given the reactants [NH2:1][C:2]1[S:3][C:4]2[C:10]([N+:11]([O-:13])=[O:12])=[C:9]([O:14][C:15]3[CH:16]=[C:17]([NH:21][C:22](=[O:34])[C:23]4[CH:28]=[CH:27][CH:26]=[C:25]([C:29]([C:32]#[N:33])([CH3:31])[CH3:30])[CH:24]=4)[CH:18]=[CH:19][CH:20]=3)[CH:8]=[CH:7][C:5]=2[N:6]=1.[C:35](Cl)(=[O:37])[CH3:36], predict the reaction product. The product is: [C:35]([NH:1][C:2]1[S:3][C:4]2[C:10]([N+:11]([O-:13])=[O:12])=[C:9]([O:14][C:15]3[CH:16]=[C:17]([NH:21][C:22](=[O:34])[C:23]4[CH:28]=[CH:27][CH:26]=[C:25]([C:29]([C:32]#[N:33])([CH3:30])[CH3:31])[CH:24]=4)[CH:18]=[CH:19][CH:20]=3)[CH:8]=[CH:7][C:5]=2[N:6]=1)(=[O:37])[CH3:36]. (6) Given the reactants [CH2:1]([O:3][C:4](=[O:19])[CH:5]([O:16][CH2:17][CH3:18])[CH2:6][C:7]1[CH:15]=[CH:14][CH:13]=[C:12]2[C:8]=1[CH:9]=[CH:10][NH:11]2)[CH3:2].Cl[CH2:21][C:22]1[N:23]=[C:24]([C:28]2[CH:33]=[CH:32][CH:31]=[CH:30][C:29]=2[F:34])[O:25][C:26]=1[CH3:27].[H-].[Na+], predict the reaction product. The product is: [CH2:1]([O:3][C:4](=[O:19])[CH:5]([O:16][CH2:17][CH3:18])[CH2:6][C:7]1[CH:15]=[CH:14][CH:13]=[C:12]2[C:8]=1[CH:9]=[CH:10][N:11]2[CH2:21][C:22]1[N:23]=[C:24]([C:28]2[CH:33]=[CH:32][CH:31]=[CH:30][C:29]=2[F:34])[O:25][C:26]=1[CH3:27])[CH3:2].